This data is from Full USPTO retrosynthesis dataset with 1.9M reactions from patents (1976-2016). The task is: Predict the reactants needed to synthesize the given product. (1) Given the product [CH3:1][O:2][C:3]1[CH:8]=[CH:7][C:6]([CH2:9][C:10]2[N:15]3[C:16](=[O:28])[C:17]4[NH:18][CH:19]=[N:20][C:21]=4[N:22]([CH2:23][CH2:24][CH2:25][CH2:26][CH3:27])[C:14]3=[N:13][N:12]=2)=[CH:5][CH:4]=1, predict the reactants needed to synthesize it. The reactants are: [CH3:1][O:2][C:3]1[CH:8]=[CH:7][C:6]([CH2:9][C:10]([NH:12]/[N:13]=[C:14]2\[NH:15][C:16](=[O:28])[C:17]3[NH:18][CH:19]=[N:20][C:21]=3[N:22]\2[CH2:23][CH2:24][CH2:25][CH2:26][CH3:27])=O)=[CH:5][CH:4]=1. (2) Given the product [Br:1][C:2]1[C:3]([F:22])=[CH:4][C:5]2[CH:19]3[CH2:20][CH:17]([CH2:18]3)[C:8]3[NH:9][C:10]([C:12]([NH2:23])=[O:14])=[N:11][C:7]=3[C:6]=2[CH:21]=1, predict the reactants needed to synthesize it. The reactants are: [Br:1][C:2]1[C:3]([F:22])=[CH:4][C:5]2[CH:19]3[CH2:20][CH:17]([CH2:18]3)[C:8]3[NH:9][C:10]([C:12]([O:14]CC)=O)=[N:11][C:7]=3[C:6]=2[CH:21]=1.[NH3:23]. (3) Given the product [CH3:13][O:14][C:15]1[CH:16]=[CH:17][C:18]([OH:23])=[C:19]([C:20]2[N:2]([CH3:1])[N:3]=[C:4]([C:6]3[C:11]([CH3:12])=[CH:10][CH:9]=[CH:8][N:7]=3)[N:5]=2)[CH:22]=1, predict the reactants needed to synthesize it. The reactants are: [CH3:1][NH:2][NH:3][C:4]([C:6]1[C:11]([CH3:12])=[CH:10][CH:9]=[CH:8][N:7]=1)=[NH:5].[CH3:13][O:14][C:15]1[CH:16]=[CH:17][C:18]([OH:23])=[C:19]([CH:22]=1)[CH:20]=O. (4) Given the product [NH2:32][C:33]1[CH:34]=[C:35]([Br:58])[C:36]([C@@H:40]([NH:50][C:51](=[O:57])[O:52][C:53]([CH3:56])([CH3:55])[CH3:54])[CH2:41][C:42]2[CH:47]=[C:46]([F:48])[CH:45]=[C:44]([F:49])[CH:43]=2)=[N:37][C:38]=1[C:8]#[C:9][C:10]([OH:13])([CH3:12])[CH3:11], predict the reactants needed to synthesize it. The reactants are: BrC1C([C@@H](NC(=O)OC(C)(C)C)CC2C=C(F)C=C(F)C=2)=NC=C([C:8]#[C:9][C:10]([OH:13])([CH3:12])[CH3:11])C=1.[NH2:32][C:33]1[CH:34]=[C:35]([Br:58])[C:36]([C@@H:40]([NH:50][C:51](=[O:57])[O:52][C:53]([CH3:56])([CH3:55])[CH3:54])[CH2:41][C:42]2[CH:47]=[C:46]([F:48])[CH:45]=[C:44]([F:49])[CH:43]=2)=[N:37][C:38]=1Br.